This data is from Peptide-MHC class II binding affinity with 134,281 pairs from IEDB. The task is: Regression. Given a peptide amino acid sequence and an MHC pseudo amino acid sequence, predict their binding affinity value. This is MHC class II binding data. (1) The peptide sequence is NLEIDMIVDTISDFR. The MHC is DRB1_1501 with pseudo-sequence DRB1_1501. The binding affinity (normalized) is 0.228. (2) The peptide sequence is TIRVLALGNQEGSLK. The MHC is DRB4_0101 with pseudo-sequence DRB4_0103. The binding affinity (normalized) is 0.482. (3) The peptide sequence is MKTGRRGSANGKTLG. The MHC is DRB1_0404 with pseudo-sequence DRB1_0404. The binding affinity (normalized) is 0.192. (4) The peptide sequence is TPFSLAEGIVLASAA. The MHC is DRB1_0301 with pseudo-sequence DRB1_0301. The binding affinity (normalized) is 0.472.